This data is from Catalyst prediction with 721,799 reactions and 888 catalyst types from USPTO. The task is: Predict which catalyst facilitates the given reaction. (1) Reactant: C[O:2][C:3]1[CH:4]=[CH:5][C:6]2[C:7]([CH3:24])([CH3:23])[C:8]3[C:13]([N:14]([C:17]4[CH:22]=[CH:21][CH:20]=[CH:19][N:18]=4)[C:15]=2[CH:16]=1)=[CH:12][CH:11]=[CH:10][CH:9]=3.Br.C(=O)([O-])[O-].[Na+].[Na+]. Product: [CH3:23][C:7]1([CH3:24])[C:6]2[CH:5]=[CH:4][C:3]([OH:2])=[CH:16][C:15]=2[N:14]([C:17]2[CH:22]=[CH:21][CH:20]=[CH:19][N:18]=2)[C:13]2[C:8]1=[CH:9][CH:10]=[CH:11][CH:12]=2. The catalyst class is: 15. (2) Reactant: [Cl-].[Al+3].[Cl-].[Cl-].[CH3:5][O:6][C:7]1[CH:12]=[CH:11][CH:10]=[CH:9][C:8]=1[O:13][CH3:14].[CH3:15][O:16][C:17]1[CH:25]=[CH:24][C:20]([C:21](Cl)=[O:22])=[CH:19][CH:18]=1. Product: [CH3:5][O:6][C:7]1[CH:12]=[C:11]([C:21]([C:20]2[CH:24]=[CH:25][C:17]([O:16][CH3:15])=[CH:18][CH:19]=2)=[O:22])[CH:10]=[CH:9][C:8]=1[O:13][CH3:14]. The catalyst class is: 2. (3) Reactant: [I:1][C:2]1[CH:7]=[CH:6][N:5]=[C:4]2[NH:8][N:9]=[CH:10][C:3]=12.[H-].[Na+].[C:13](Cl)([C:26]1[CH:31]=[CH:30][CH:29]=[CH:28][CH:27]=1)([C:20]1[CH:25]=[CH:24][CH:23]=[CH:22][CH:21]=1)[C:14]1[CH:19]=[CH:18][CH:17]=[CH:16][CH:15]=1. Product: [I:1][C:2]1[CH:7]=[CH:6][N:5]=[C:4]2[N:8]([C:13]([C:14]3[CH:19]=[CH:18][CH:17]=[CH:16][CH:15]=3)([C:26]3[CH:27]=[CH:28][CH:29]=[CH:30][CH:31]=3)[C:20]3[CH:21]=[CH:22][CH:23]=[CH:24][CH:25]=3)[N:9]=[CH:10][C:3]=12. The catalyst class is: 3. (4) Reactant: FC(F)(F)C(O)=O.[C:8]([S:12]([NH:14][CH:15]([C:17]1[N:21]2[CH2:22][C@H:23]([C:35]3[CH:40]=[CH:39][CH:38]=[C:37]([F:41])[C:36]=3[F:42])[CH2:24][CH2:25][C@@H:26]([NH:27]C(=O)OC(C)(C)C)[C:20]2=[N:19][CH:18]=1)[CH3:16])=[O:13])([CH3:11])([CH3:10])[CH3:9].C(=O)(O)[O-].[Na+]. The catalyst class is: 4. Product: [NH2:27][C@@H:26]1[CH2:25][CH2:24][C@@H:23]([C:35]2[CH:40]=[CH:39][CH:38]=[C:37]([F:41])[C:36]=2[F:42])[CH2:22][N:21]2[C:17]([CH:15]([NH:14][S:12]([C:8]([CH3:9])([CH3:11])[CH3:10])=[O:13])[CH3:16])=[CH:18][N:19]=[C:20]12. (5) Reactant: [C:1]1([PH:7](=[S:14])[C:8]2[CH:13]=[CH:12][CH:11]=[CH:10][CH:9]=2)[CH:6]=[CH:5][CH:4]=[CH:3][CH:2]=1.[CH2:15]([N:17]([CH2:22][CH3:23])[C:18](=[O:21])[CH2:19]Cl)[CH3:16].[OH-].[K+].O. Product: [CH2:15]([N:17]([CH2:22][CH3:23])[C:18]([CH2:19][P:7](=[S:14])([C:8]1[CH:13]=[CH:12][CH:11]=[CH:10][CH:9]=1)[C:1]1[CH:2]=[CH:3][CH:4]=[CH:5][CH:6]=1)=[O:21])[CH3:16]. The catalyst class is: 2. (6) Reactant: [CH3:1][P:2](=[O:9])([O:6][CH2:7][CH3:8])[O:3][CH2:4][CH3:5].[Li]CCCC.[CH:15]1([S:18]([NH:21][C:22]23[CH2:29][CH2:28][C:25](C(OC)=O)([CH2:26][CH2:27]2)[CH2:24][CH2:23]3)(=[O:20])=[O:19])[CH2:17][CH2:16]1.[NH4+].[Cl-]. Product: [CH:15]1([S:18]([NH:21][C:22]23[CH2:29][CH2:28][C:25]([CH2:1][P:2](=[O:9])([O:6][CH2:7][CH3:8])[O:3][CH2:4][CH3:5])([CH2:24][CH2:23]2)[CH2:26][CH2:27]3)(=[O:20])=[O:19])[CH2:17][CH2:16]1. The catalyst class is: 1. (7) Reactant: Cl.[CH3:2][NH:3][CH2:4][CH2:5][O:6][C:7](=[O:11])[C:8]([CH3:10])=[CH2:9].[C:12](Cl)([Cl:14])=[O:13]. Product: [CH3:2][N:3]([CH2:4][CH2:5][O:6][C:7](=[O:11])[C:8]([CH3:10])=[CH2:9])[C:12]([Cl:14])=[O:13]. The catalyst class is: 2. (8) Reactant: [OH-].[Na+].[NH2:3][C:4]1[S:5][C:6]([C:15]([O:17]CC)=[O:16])=[C:7]([C:9]2[CH:14]=[CH:13][CH:12]=[CH:11][CH:10]=2)[N:8]=1. Product: [NH2:3][C:4]1[S:5][C:6]([C:15]([OH:17])=[O:16])=[C:7]([C:9]2[CH:14]=[CH:13][CH:12]=[CH:11][CH:10]=2)[N:8]=1. The catalyst class is: 8. (9) Reactant: [CH3:1][O:2][CH2:3][C@H:4]([CH3:31])[O:5][C:6]1[CH:7]=[C:8]([C:23]2[NH:27][C:26]([C:28]([OH:30])=O)=[CH:25][CH:24]=2)[CH:9]=[C:10]([O:12][Si:13]([CH:20]([CH3:22])[CH3:21])([CH:17]([CH3:19])[CH3:18])[CH:14]([CH3:16])[CH3:15])[CH:11]=1.[NH2:32][CH2:33][C@H:34]([OH:37])[CH2:35][CH3:36].CCN=C=NCCCN(C)C.Cl.[Cl-].[NH4+]. Product: [OH:37][C@H:34]([CH2:35][CH3:36])[CH2:33][NH:32][C:28]([C:26]1[NH:27][C:23]([C:8]2[CH:9]=[C:10]([O:12][Si:13]([CH:14]([CH3:15])[CH3:16])([CH:17]([CH3:19])[CH3:18])[CH:20]([CH3:21])[CH3:22])[CH:11]=[C:6]([O:5][C@@H:4]([CH3:31])[CH2:3][O:2][CH3:1])[CH:7]=2)=[CH:24][CH:25]=1)=[O:30]. The catalyst class is: 172.